The task is: Regression. Given two drug SMILES strings and cell line genomic features, predict the synergy score measuring deviation from expected non-interaction effect.. This data is from NCI-60 drug combinations with 297,098 pairs across 59 cell lines. (1) Drug 1: CCC(=C(C1=CC=CC=C1)C2=CC=C(C=C2)OCCN(C)C)C3=CC=CC=C3.C(C(=O)O)C(CC(=O)O)(C(=O)O)O. Drug 2: CCN(CC)CCCC(C)NC1=C2C=C(C=CC2=NC3=C1C=CC(=C3)Cl)OC. Cell line: SF-539. Synergy scores: CSS=18.9, Synergy_ZIP=-4.52, Synergy_Bliss=-3.08, Synergy_Loewe=-11.1, Synergy_HSA=-0.337. (2) Drug 1: CC1=C2C(C(=O)C3(C(CC4C(C3C(C(C2(C)C)(CC1OC(=O)C(C(C5=CC=CC=C5)NC(=O)C6=CC=CC=C6)O)O)OC(=O)C7=CC=CC=C7)(CO4)OC(=O)C)O)C)OC(=O)C. Drug 2: C1C(C(OC1N2C=NC(=NC2=O)N)CO)O. Cell line: ACHN. Synergy scores: CSS=15.3, Synergy_ZIP=-6.00, Synergy_Bliss=0.448, Synergy_Loewe=1.13, Synergy_HSA=2.56. (3) Drug 1: CN(CC1=CN=C2C(=N1)C(=NC(=N2)N)N)C3=CC=C(C=C3)C(=O)NC(CCC(=O)O)C(=O)O. Drug 2: CC(C)CN1C=NC2=C1C3=CC=CC=C3N=C2N. Cell line: SK-MEL-28. Synergy scores: CSS=34.9, Synergy_ZIP=0.848, Synergy_Bliss=1.35, Synergy_Loewe=-8.10, Synergy_HSA=-1.46. (4) Drug 1: COC1=CC(=CC(=C1O)OC)C2C3C(COC3=O)C(C4=CC5=C(C=C24)OCO5)OC6C(C(C7C(O6)COC(O7)C8=CC=CS8)O)O. Drug 2: C1C(C(OC1N2C=C(C(=O)NC2=O)F)CO)O. Cell line: SF-539. Synergy scores: CSS=60.3, Synergy_ZIP=-4.34, Synergy_Bliss=-6.95, Synergy_Loewe=-4.32, Synergy_HSA=-1.15. (5) Drug 1: CN(C)C1=NC(=NC(=N1)N(C)C)N(C)C. Drug 2: C1CN(CCN1C(=O)CCBr)C(=O)CCBr. Cell line: K-562. Synergy scores: CSS=1.43, Synergy_ZIP=-3.38, Synergy_Bliss=-2.33, Synergy_Loewe=-15.1, Synergy_HSA=-7.29. (6) Drug 1: CC12CCC3C(C1CCC2O)C(CC4=C3C=CC(=C4)O)CCCCCCCCCS(=O)CCCC(C(F)(F)F)(F)F. Drug 2: C1=CN(C=N1)CC(O)(P(=O)(O)O)P(=O)(O)O. Cell line: HOP-92. Synergy scores: CSS=2.63, Synergy_ZIP=-1.08, Synergy_Bliss=0.682, Synergy_Loewe=-2.37, Synergy_HSA=-0.860. (7) Drug 1: C1=NNC2=C1C(=O)NC=N2. Drug 2: N.N.Cl[Pt+2]Cl. Cell line: HCT-15. Synergy scores: CSS=21.1, Synergy_ZIP=8.85, Synergy_Bliss=14.9, Synergy_Loewe=-6.23, Synergy_HSA=6.70. (8) Drug 1: C1CCN(CC1)CCOC2=CC=C(C=C2)C(=O)C3=C(SC4=C3C=CC(=C4)O)C5=CC=C(C=C5)O. Drug 2: CC1=C(C(CCC1)(C)C)C=CC(=CC=CC(=CC(=O)O)C)C. Cell line: OVCAR-8. Synergy scores: CSS=-1.90, Synergy_ZIP=3.53, Synergy_Bliss=1.40, Synergy_Loewe=-1.89, Synergy_HSA=-3.96. (9) Drug 1: CN1C(=O)N2C=NC(=C2N=N1)C(=O)N. Drug 2: CS(=O)(=O)CCNCC1=CC=C(O1)C2=CC3=C(C=C2)N=CN=C3NC4=CC(=C(C=C4)OCC5=CC(=CC=C5)F)Cl. Cell line: U251. Synergy scores: CSS=-1.79, Synergy_ZIP=0.382, Synergy_Bliss=0.548, Synergy_Loewe=-3.20, Synergy_HSA=-2.81.